From a dataset of Reaction yield outcomes from USPTO patents with 853,638 reactions. Predict the reaction yield, written as a fraction of the theoretical maximum amount of product (1.0 means a 100% yield; for example, 0.34 means a 34% yield). (1) The reactants are [C:1]([NH2:5])([CH3:4])([CH3:3])[CH3:2].[N+:6]([C:9]1[CH:17]=[CH:16][C:12]([C:13](Cl)=[O:14])=[CH:11][CH:10]=1)([O-:8])=[O:7]. The catalyst is C(OCC)(=O)C. The product is [C:1]([NH:5][C:13](=[O:14])[C:12]1[CH:11]=[CH:10][C:9]([N+:6]([O-:8])=[O:7])=[CH:17][CH:16]=1)([CH3:4])([CH3:3])[CH3:2]. The yield is 0.770. (2) The reactants are [CH3:1][O:2][C:3]1[CH:8]=[CH:7][C:6]([NH:9][C:10]2[C:19]3[C:14](=[CH:15][CH:16]=[C:17]([C:20](=[O:23])[NH:21][CH3:22])[CH:18]=3)[N:13]=[CH:12][C:11]=2[C:24]([O:26]CC)=[O:25])=[CH:5][CH:4]=1.[OH-].[Li+]. The catalyst is CO.O1CCCC1.O. The product is [CH3:1][O:2][C:3]1[CH:8]=[CH:7][C:6]([NH:9][C:10]2[C:19]3[C:14](=[CH:15][CH:16]=[C:17]([C:20](=[O:23])[NH:21][CH3:22])[CH:18]=3)[N:13]=[CH:12][C:11]=2[C:24]([OH:26])=[O:25])=[CH:5][CH:4]=1. The yield is 0.770.